This data is from Reaction yield outcomes from USPTO patents with 853,638 reactions. The task is: Predict the reaction yield, written as a fraction of the theoretical maximum amount of product (1.0 means a 100% yield; for example, 0.34 means a 34% yield). (1) The reactants are Cl[C:2]1[C:7]([N+:8]([O-:10])=[O:9])=[CH:6][CH:5]=[CH:4][N:3]=1.[Cl:11][C:12]1[CH:13]=[C:14]([NH2:18])[CH:15]=[CH:16][CH:17]=1.C(=O)([O-])[O-].[K+].[K+]. The catalyst is CN(C=O)C. The product is [Cl:11][C:12]1[CH:13]=[C:14]([NH:18][C:2]2[C:7]([N+:8]([O-:10])=[O:9])=[CH:6][CH:5]=[CH:4][N:3]=2)[CH:15]=[CH:16][CH:17]=1. The yield is 0.220. (2) The reactants are [Br:1][C:2]1[CH:7]=[CH:6][C:5]([C:8]2([OH:19])[CH2:13][CH2:12][C:11](=[CH:14][C:15]([O:17][CH3:18])=[O:16])[CH2:10][CH2:9]2)=[CH:4][CH:3]=1.C([O-])([O-])=O.[Cs+].[Cs+]. The catalyst is C(#N)C.C(OCC)(=O)C. The product is [Br:1][C:2]1[CH:3]=[CH:4][C:5]([C:8]23[O:19][C:11]([CH2:14][C:15]([O:17][CH3:18])=[O:16])([CH2:10][CH2:9]2)[CH2:12][CH2:13]3)=[CH:6][CH:7]=1. The yield is 0.340. (3) The reactants are [C:1]1([C:7]2[N:8]=[N:9][CH:10]=[C:11]([C:23]3[CH:28]=[CH:27][CH:26]=[CH:25][CH:24]=3)[C:12]=2[C:13]([NH:15][CH:16]([CH2:21][OH:22])C(OC)=O)=O)[CH:6]=[CH:5][CH:4]=[CH:3][CH:2]=1.[CH2:29](N(S(F)(F)F)CC)C.[C:38](=[O:41])([O-])[O-:39].[K+].[K+]. The catalyst is C(Cl)Cl. The product is [C:1]1([C:7]2[N:8]=[N:9][CH:10]=[C:11]([C:23]3[CH:24]=[CH:25][CH:26]=[CH:27][CH:28]=3)[C:12]=2[C:13]2[O:22][CH2:21][CH:16]([C:38]([O:39][CH3:29])=[O:41])[N:15]=2)[CH:2]=[CH:3][CH:4]=[CH:5][CH:6]=1. The yield is 0.610. (4) The reactants are O=S(Cl)Cl.[O:5]1[CH2:10][CH2:9][CH:8]([C:11]([OH:13])=O)[CH2:7][CH2:6]1.[Al+3].[Cl-].[Cl-].[Cl-].[CH:18]1[CH:23]=[CH:22][CH:21]=[CH:20][CH:19]=1. The product is [C:18]1([C:11]([CH:8]2[CH2:7][CH2:6][O:5][CH2:10][CH2:9]2)=[O:13])[CH:23]=[CH:22][CH:21]=[CH:20][CH:19]=1. The yield is 0.720. No catalyst specified.